This data is from Catalyst prediction with 721,799 reactions and 888 catalyst types from USPTO. The task is: Predict which catalyst facilitates the given reaction. (1) Reactant: [Br:1][C:2]1[N:6]2[C:7](Br)=[CH:8][N:9]=[CH:10][C:5]2=[N:4][CH:3]=1.[CH:12]([NH2:15])([CH3:14])[CH3:13]. Product: [Br:1][C:2]1[N:6]2[CH:7]=[CH:8][N:9]=[C:10]([NH:15][CH:12]([CH3:14])[CH3:13])[C:5]2=[N:4][CH:3]=1. The catalyst class is: 76. (2) Reactant: [CH2:1]([O:8][C:9]([N:11]1[CH2:16][CH2:15][CH:14]([CH3:17])[CH:13]([C:18]([OH:20])=O)[CH2:12]1)=[O:10])[C:2]1[CH:7]=[CH:6][CH:5]=[CH:4][CH:3]=1.C(Cl)(=O)C([Cl:24])=O.CN(C=O)C. Product: [Cl:24][C:18]([CH:13]1[CH:14]([CH3:17])[CH2:15][CH2:16][N:11]([C:9]([O:8][CH2:1][C:2]2[CH:7]=[CH:6][CH:5]=[CH:4][CH:3]=2)=[O:10])[CH2:12]1)=[O:20]. The catalyst class is: 2. (3) Reactant: [CH3:1][C:2]([CH3:29])([CH3:28])[C@H:3]([N:11]1[CH2:15][CH2:14][N:13]([CH2:16][C:17]2[CH:22]=[CH:21][CH:20]=[C:19]([CH3:23])[C:18]=2[N+:24]([O-:26])=[O:25])[C:12]1=[O:27])[C:4]([O:6]C(C)(C)C)=[O:5].FC(F)(F)C(O)=O. Product: [CH3:1][C:2]([CH3:29])([CH3:28])[C@H:3]([N:11]1[CH2:15][CH2:14][N:13]([CH2:16][C:17]2[CH:22]=[CH:21][CH:20]=[C:19]([CH3:23])[C:18]=2[N+:24]([O-:26])=[O:25])[C:12]1=[O:27])[C:4]([OH:6])=[O:5]. The catalyst class is: 4. (4) Reactant: [NH2:1][C:2](=[N:32][OH:33])[C:3]1[CH:31]=[CH:30][C:6]([O:7][CH2:8][CH2:9][CH2:10][CH:11]2[CH2:16][CH2:15][N:14]([CH2:17][CH2:18][CH2:19][O:20][C:21]3[CH:29]=[CH:28][C:24]([C:25]([NH2:27])=[O:26])=[CH:23][CH:22]=3)[CH2:13][CH2:12]2)=[CH:5][CH:4]=1.[C:34](OC(=O)C)(=[O:36])[CH3:35]. Product: [NH2:1][C:2](=[N:32][O:33][C:34](=[O:36])[CH3:35])[C:3]1[CH:31]=[CH:30][C:6]([O:7][CH2:8][CH2:9][CH2:10][CH:11]2[CH2:16][CH2:15][N:14]([CH2:17][CH2:18][CH2:19][O:20][C:21]3[CH:22]=[CH:23][C:24]([C:25]([NH2:27])=[O:26])=[CH:28][CH:29]=3)[CH2:13][CH2:12]2)=[CH:5][CH:4]=1. The catalyst class is: 15. (5) Reactant: O.[CH3:2][C:3]1[CH:4]=[CH:5][C:6]([N:13]2[CH2:18][CH2:17][NH:16][CH2:15][CH2:14]2)=[C:7]([S:9]([OH:12])(=[O:11])=[O:10])[CH:8]=1. Product: [CH3:2][C:3]1[CH:4]=[CH:5][C:6]([N:13]2[CH2:18][CH2:17][NH:16][CH2:15][CH2:14]2)=[C:7]([S:9]([OH:12])(=[O:10])=[O:11])[CH:8]=1. The catalyst class is: 9.